Predict which catalyst facilitates the given reaction. From a dataset of Catalyst prediction with 721,799 reactions and 888 catalyst types from USPTO. Reactant: [O:1]1[CH2:6][CH2:5][N:4]([CH2:7][C:8]([O:10]C)=O)[CH2:3][CH2:2]1.[NH2:12][NH2:13]. Product: [N:4]1([CH2:7][C:8]([NH:12][NH2:13])=[O:10])[CH2:5][CH2:6][O:1][CH2:2][CH2:3]1. The catalyst class is: 8.